Dataset: Forward reaction prediction with 1.9M reactions from USPTO patents (1976-2016). Task: Predict the product of the given reaction. Given the reactants [CH3:1][C:2]1[CH:3]=[C:4]2[C:9](=[C:10]([CH3:12])[CH:11]=1)[N:8]=[C:7](Cl)[N:6]=[C:5]2Cl.[NH2:15][C:16]1[CH:23]=[CH:22][C:19]([CH2:20][NH2:21])=[CH:18][CH:17]=1.[F:24][C:25]1[CH:33]=[CH:32][C:28]([C:29](Cl)=[O:30])=[CH:27][CH:26]=1.[CH3:34][NH2:35], predict the reaction product. The product is: [CH3:1][C:2]1[CH:3]=[C:4]2[C:9](=[C:10]([CH3:12])[CH:11]=1)[N:8]=[C:7]([NH:35][CH3:34])[N:6]=[C:5]2[NH:21][CH2:20][C:19]1[CH:22]=[CH:23][C:16]([NH:15][C:29](=[O:30])[C:28]2[CH:32]=[CH:33][C:25]([F:24])=[CH:26][CH:27]=2)=[CH:17][CH:18]=1.